This data is from Full USPTO retrosynthesis dataset with 1.9M reactions from patents (1976-2016). The task is: Predict the reactants needed to synthesize the given product. (1) Given the product [CH:29]1([CH2:28][O:27][C:21]2[CH:22]=[CH:23][C:24]([F:26])=[CH:25][C:20]=2[C:19]2[C:14]3[NH:13][C:12]([CH3:32])=[C:11]([C:9]([NH:8][CH:5]4[CH2:4][CH2:3][N:2]([C:33](=[O:36])[CH2:34][CH3:35])[CH2:7][CH2:6]4)=[O:10])[C:15]=3[N:16]=[CH:17][N:18]=2)[CH2:30][CH2:31]1, predict the reactants needed to synthesize it. The reactants are: Cl.[NH:2]1[CH2:7][CH2:6][CH:5]([NH:8][C:9]([C:11]2[C:15]3[N:16]=[CH:17][N:18]=[C:19]([C:20]4[CH:25]=[C:24]([F:26])[CH:23]=[CH:22][C:21]=4[O:27][CH2:28][CH:29]4[CH2:31][CH2:30]4)[C:14]=3[NH:13][C:12]=2[CH3:32])=[O:10])[CH2:4][CH2:3]1.[C:33](Cl)(=[O:36])[CH2:34][CH3:35]. (2) Given the product [CH3:1][O:2][C:3]1[CH:4]=[C:5]2[C:6]([CH:9]=[CH:10][NH:27][C:25]2=[O:26])=[CH:7][CH:8]=1, predict the reactants needed to synthesize it. The reactants are: [CH3:1][O:2][C:3]1[CH:8]=[CH:7][C:6](/[CH:9]=[CH:10]/C(O)=O)=[CH:5][CH:4]=1.FC(F)(F)OC1C=CC(/C=C/[C:25]([N:27]=[N+]=[N-])=[O:26])=CC=1. (3) Given the product [F:1][C:2]1[CH:3]=[C:4]([CH:9]([N:45]2[C:41](=[O:51])[C:42]3[C:43](=[CH:47][CH:48]=[CH:49][CH:50]=3)[C:44]2=[O:46])[CH2:10][CH2:11][CH2:12][C:13]2[CH:18]=[CH:17][C:16]([O:19][CH3:20])=[CH:15][CH:14]=2)[CH:5]=[CH:6][C:7]=1[F:8], predict the reactants needed to synthesize it. The reactants are: [F:1][C:2]1[CH:3]=[C:4]([CH:9](O)[CH2:10][CH2:11][CH2:12][C:13]2[CH:18]=[CH:17][C:16]([O:19][CH3:20])=[CH:15][CH:14]=2)[CH:5]=[CH:6][C:7]=1[F:8].C1C=CC(P(C2C=CC=CC=2)C2C=CC=CC=2)=CC=1.[C:41]1(=[O:51])[NH:45][C:44](=[O:46])[C:43]2=[CH:47][CH:48]=[CH:49][CH:50]=[C:42]12.CCOC(/N=N/C(OCC)=O)=O. (4) Given the product [Br:44][CH2:2][C:3]1[CH:8]=[CH:7][C:6]([C:9]#[C:10][C:11]2[CH:21]=[CH:20][C:14]([C:15]([O:17][CH2:18][CH3:19])=[O:16])=[CH:13][CH:12]=2)=[CH:5][C:4]=1[CH3:22], predict the reactants needed to synthesize it. The reactants are: O[CH2:2][C:3]1[CH:8]=[CH:7][C:6]([C:9]#[C:10][C:11]2[CH:21]=[CH:20][C:14]([C:15]([O:17][CH2:18][CH3:19])=[O:16])=[CH:13][CH:12]=2)=[CH:5][C:4]=1[CH3:22].C1(P(C2C=CC=CC=2)C2C=CC=CC=2)C=CC=CC=1.ClCl.[Br:44]N1C(=O)CCC1=O. (5) Given the product [CH3:28][C:29]1([CH3:37])[O:33][C@@H:32]([C:34]([N:7]2[CH2:6][C@@H:5]([C:9]3[CH:10]=[CH:11][C:12]([O:16][CH3:17])=[C:13]([OH:15])[CH:14]=3)[C@@:4]([C@H:2]([OH:1])[CH3:3])([CH3:18])[CH2:8]2)=[O:35])[CH2:31][O:30]1, predict the reactants needed to synthesize it. The reactants are: [OH:1][CH:2]([C:4]1([CH3:18])[CH2:8][NH:7][CH2:6][CH:5]1[C:9]1[CH:10]=[CH:11][C:12]([O:16][CH3:17])=[C:13]([OH:15])[CH:14]=1)[CH3:3].CCN(C(C)C)C(C)C.[CH3:28][C:29]1([CH3:37])[O:33][C@H:32]([C:34](Cl)=[O:35])[CH2:31][O:30]1. (6) Given the product [CH3:20][O:19][C:16]1[CH:15]=[CH:14][C:13]([C:12]2[N:11]([CH3:21])[C:10](=[O:22])[N:9]([CH3:23])[C:8]=2[C:5]2[CH:6]=[CH:7][C:2]([O:1][CH2:32][C:33]3[CH:42]=[CH:41][C:40]4[C:35](=[CH:36][CH:37]=[CH:38][CH:39]=4)[N:34]=3)=[CH:3][CH:4]=2)=[CH:18][CH:17]=1, predict the reactants needed to synthesize it. The reactants are: [OH:1][C:2]1[CH:7]=[CH:6][C:5]([C:8]2[N:9]([CH3:23])[C:10](=[O:22])[N:11]([CH3:21])[C:12]=2[C:13]2[CH:18]=[CH:17][C:16]([O:19][CH3:20])=[CH:15][CH:14]=2)=[CH:4][CH:3]=1.C([O-])([O-])=O.[K+].[K+].Cl.Cl[CH2:32][C:33]1[CH:42]=[CH:41][C:40]2[C:35](=[CH:36][CH:37]=[CH:38][CH:39]=2)[N:34]=1.